Dataset: Reaction yield outcomes from USPTO patents with 853,638 reactions. Task: Predict the reaction yield, written as a fraction of the theoretical maximum amount of product (1.0 means a 100% yield; for example, 0.34 means a 34% yield). (1) The reactants are [C:1]([O:5][C:6](=[O:22])[NH:7][CH2:8][CH2:9][C:10](=[C:12]1C(=O)O[C:15](C)([CH3:19])[O:14][C:13]1=[O:21])[OH:11])([CH3:4])([CH3:3])[CH3:2]. The catalyst is C(O)C. The product is [CH2:15]([O:14][C:13](=[O:21])[CH2:12][C:10](=[O:11])[CH2:9][CH2:8][NH:7][C:6]([O:5][C:1]([CH3:3])([CH3:2])[CH3:4])=[O:22])[CH3:19]. The yield is 0.870. (2) The reactants are [Br:1][C:2]1[C:3]([F:11])=[C:4]([CH:8]=[CH:9][CH:10]=1)[C:5]([OH:7])=[O:6].OS(O)(=O)=O.[CH2:17](O)[CH3:18]. The catalyst is CCOC(C)=O. The product is [Br:1][C:2]1[C:3]([F:11])=[C:4]([CH:8]=[CH:9][CH:10]=1)[C:5]([O:7][CH2:17][CH3:18])=[O:6]. The yield is 0.920.